From a dataset of Full USPTO retrosynthesis dataset with 1.9M reactions from patents (1976-2016). Predict the reactants needed to synthesize the given product. Given the product [Si:1]([O:8][CH2:9][C:10]1[N:11]([CH3:23])[C:12]2[C:17]([CH:18]=1)=[CH:16][C:15]([CH:19]([OH:20])[CH2:28][CH2:27][CH2:26][CH:25]=[CH2:24])=[C:14]([CH:21]=[CH2:22])[CH:13]=2)([C:4]([CH3:7])([CH3:6])[CH3:5])([CH3:3])[CH3:2], predict the reactants needed to synthesize it. The reactants are: [Si:1]([O:8][CH2:9][C:10]1[N:11]([CH3:23])[C:12]2[C:17]([CH:18]=1)=[CH:16][C:15]([CH:19]=[O:20])=[C:14]([CH:21]=[CH2:22])[CH:13]=2)([C:4]([CH3:7])([CH3:6])[CH3:5])([CH3:3])[CH3:2].[CH2:24]([Mg]Br)[CH2:25][CH2:26][CH:27]=[CH2:28].